Dataset: Forward reaction prediction with 1.9M reactions from USPTO patents (1976-2016). Task: Predict the product of the given reaction. (1) Given the reactants [NH:1]1[CH2:7][CH2:6][CH2:5][CH2:4][CH:3]([NH2:8])[CH2:2]1.[Cl:9][C:10]1[CH:18]=[C:17]([Cl:19])[CH:16]=[C:15]2[C:11]=1[CH:12]=[C:13]([C:20](O)=[O:21])[NH:14]2.N, predict the reaction product. The product is: [NH:1]1[CH2:7][CH2:6][CH2:5][CH2:4][CH:3]([NH:8][C:20]([C:13]2[NH:14][C:15]3[C:11]([CH:12]=2)=[C:10]([Cl:9])[CH:18]=[C:17]([Cl:19])[CH:16]=3)=[O:21])[CH2:2]1. (2) Given the reactants [CH3:1][O:2][C:3](=[O:26])[CH2:4][C@H:5]1[C:9]2[CH:10]=[CH:11][C:12]([O:14][C@H:15]3[C:23]4[C:18](=[C:19]([OH:25])[CH:20]=[CH:21][C:22]=4[F:24])[CH2:17][CH2:16]3)=[CH:13][C:8]=2[O:7][CH2:6]1.F[C:28]1[CH:33]=[CH:32][CH:31]=[CH:30][N:29]=1.C([O-])([O-])=O.[Cs+].[Cs+].CN(C)C=O, predict the reaction product. The product is: [CH3:1][O:2][C:3](=[O:26])[CH2:4][C@H:5]1[C:9]2[CH:10]=[CH:11][C:12]([O:14][C@H:15]3[C:23]4[C:18](=[C:19]([O:25][C:28]5[CH:33]=[CH:32][CH:31]=[CH:30][N:29]=5)[CH:20]=[CH:21][C:22]=4[F:24])[CH2:17][CH2:16]3)=[CH:13][C:8]=2[O:7][CH2:6]1. (3) Given the reactants [C:1]([C:5]1[CH:6]=[C:7]([NH:17][C:18](=[O:30])[NH:19][C:20]2[S:24][C:23]([C:25](O)=[O:26])=[C:22]([Cl:28])[C:21]=2[CH3:29])[N:8]([C:10]2[CH:15]=[CH:14][C:13]([F:16])=[CH:12][CH:11]=2)[N:9]=1)([CH3:4])([CH3:3])[CH3:2].CCN=C=NCCCN(C)C.C1C=NC2N(O)N=NC=2C=1.[NH:52]1[CH2:57][CH2:56][O:55][CH2:54][CH2:53]1, predict the reaction product. The product is: [C:1]([C:5]1[CH:6]=[C:7]([NH:17][C:18]([NH:19][C:20]2[S:24][C:23]([C:25]([N:52]3[CH2:57][CH2:56][O:55][CH2:54][CH2:53]3)=[O:26])=[C:22]([Cl:28])[C:21]=2[CH3:29])=[O:30])[N:8]([C:10]2[CH:15]=[CH:14][C:13]([F:16])=[CH:12][CH:11]=2)[N:9]=1)([CH3:4])([CH3:2])[CH3:3]. (4) Given the reactants [NH:1]1[CH2:6][CH2:5][CH:4]([CH2:7][OH:8])[CH2:3][CH2:2]1.[F:9][C:10]1[CH:11]=[C:12]([CH:18]=[C:19]([F:21])[CH:20]=1)[CH:13]=[CH:14][C:15](O)=[O:16].F[P-](F)(F)(F)(F)F.N1(O[P+](N(C)C)(N(C)C)N(C)C)C2C=CC=CC=2N=N1.C(N(CC)CC)C, predict the reaction product. The product is: [F:9][C:10]1[CH:11]=[C:12](/[CH:13]=[CH:14]/[C:15]([N:1]2[CH2:6][CH2:5][CH:4]([CH2:7][OH:8])[CH2:3][CH2:2]2)=[O:16])[CH:18]=[C:19]([F:21])[CH:20]=1. (5) Given the reactants C(O[K])(C)(C)C.[NH:7]1[C:15]2[C:10](=[CH:11][CH:12]=[C:13]([CH:16]=[O:17])[CH:14]=2)[CH:9]=[CH:8]1.[CH3:18][C:19]([O:22][C:23](O[C:23]([O:22][C:19]([CH3:21])([CH3:20])[CH3:18])=[O:24])=[O:24])([CH3:21])[CH3:20], predict the reaction product. The product is: [C:19]([O:22][C:23]([N:7]1[C:15]2[C:10](=[CH:11][CH:12]=[C:13]([CH:16]=[O:17])[CH:14]=2)[CH:9]=[CH:8]1)=[O:24])([CH3:21])([CH3:20])[CH3:18]. (6) Given the reactants [NH2:1][CH2:2][CH2:3][C:4]1[CH:9]=[CH:8][CH:7]=[CH:6][N:5]=1.F[C:11]1[N:16]=[C:15]([NH:17][C:18]2[C:23]([C:24]([O:26][CH2:27][CH3:28])=[O:25])=[CH:22][N:21]=[C:20]([C:29]3[CH:34]=[CH:33][CH:32]=[CH:31][CH:30]=3)[N:19]=2)[CH:14]=[CH:13][N:12]=1.C(=O)([O-])[O-].[Cs+].[Cs+], predict the reaction product. The product is: [C:29]1([C:20]2[N:19]=[C:18]([NH:17][C:15]3[CH:14]=[CH:13][N:12]=[C:11]([NH:1][CH2:2][CH2:3][C:4]4[CH:9]=[CH:8][CH:7]=[CH:6][N:5]=4)[N:16]=3)[C:23]([C:24]([O:26][CH2:27][CH3:28])=[O:25])=[CH:22][N:21]=2)[CH:30]=[CH:31][CH:32]=[CH:33][CH:34]=1.